The task is: Predict the reactants needed to synthesize the given product.. This data is from Full USPTO retrosynthesis dataset with 1.9M reactions from patents (1976-2016). (1) Given the product [O:27]1[CH2:28][CH2:29][N:24]([C:5]2[C:6]3[N:7]([CH:8]=[C:9]([NH:11][C:12]([C:14]4[CH:23]=[CH:22][C:21]5[C:16](=[CH:17][CH:18]=[CH:19][CH:20]=5)[N:15]=4)=[O:13])[N:10]=3)[C:2]([C:38]3[CH:39]=[CH:40][C:41]([N:44]4[CH2:49][CH2:48][N:47]([C:50]([O:52][C:53]([CH3:56])([CH3:55])[CH3:54])=[O:51])[CH2:46][CH2:45]4)=[N:42][CH:43]=3)=[CH:3][N:4]=2)[CH2:25][CH2:26]1, predict the reactants needed to synthesize it. The reactants are: Br[C:2]1[N:7]2[CH:8]=[C:9]([NH:11][C:12]([C:14]3[CH:23]=[CH:22][C:21]4[C:16](=[CH:17][CH:18]=[CH:19][CH:20]=4)[N:15]=3)=[O:13])[N:10]=[C:6]2[C:5]([N:24]2[CH2:29][CH2:28][O:27][CH2:26][CH2:25]2)=[N:4][CH:3]=1.CC1(C)C(C)(C)OB([C:38]2[CH:39]=[CH:40][C:41]([N:44]3[CH2:49][CH2:48][N:47]([C:50]([O:52][C:53]([CH3:56])([CH3:55])[CH3:54])=[O:51])[CH2:46][CH2:45]3)=[N:42][CH:43]=2)O1.C([O-])([O-])=O.[K+].[K+]. (2) Given the product [C:1]([NH:4][CH:5]([CH2:6][S:7][S:42][CH2:41][CH:27]([NH:26][C:23](=[O:25])[CH3:24])[C:28]([O:30][C:31]1[CH:32]=[CH:33][C:34]([NH:37][C:38](=[O:40])[CH3:39])=[CH:35][CH:36]=1)=[O:29])[C:8]([OH:10])=[O:9])(=[O:3])[CH3:2], predict the reactants needed to synthesize it. The reactants are: [C:1]([NH:4][C@H:5]([C:8]([OH:10])=[O:9])[CH2:6][SH:7])(=[O:3])[CH3:2].C(O)(=O)C.ClN1C(=O)CCC1=O.[C:23]([NH:26][CH:27]([CH2:41][SH:42])[C:28]([O:30][C:31]1[CH:36]=[CH:35][C:34]([NH:37][C:38](=[O:40])[CH3:39])=[CH:33][CH:32]=1)=[O:29])(=[O:25])[CH3:24]. (3) The reactants are: [N+:1]([C:4]1[CH:13]=[CH:12][CH:11]=[C:10]2[C:5]=1[CH:6]=[CH:7][C:8](Cl)=[N:9]2)([O-])=O.[CH3:15][O:16][C:17]1[CH:24]=[CH:23][CH:22]=[CH:21][C:18]=1[CH2:19][NH2:20].[N:25]1[C:29]2[CH:30]=[CH:31][C:32]([CH:34]=O)=[CH:33][C:28]=2[NH:27][CH:26]=1. Given the product [N:25]1[C:29]2[CH:30]=[CH:31][C:32]([CH2:34][NH:1][C:4]3[C:5]4[CH:6]=[CH:7][C:8]([NH:20][CH2:19][C:18]5[CH:21]=[CH:22][CH:23]=[CH:24][C:17]=5[O:16][CH3:15])=[N:9][C:10]=4[CH:11]=[CH:12][CH:13]=3)=[CH:33][C:28]=2[NH:27][CH:26]=1, predict the reactants needed to synthesize it. (4) Given the product [CH:25]12[N:20]([C:18]3[N:14]4[CH:15]=[C:10]([F:9])[CH:11]=[CH:12][C:13]4=[N:16][N:17]=3)[CH:21]([CH2:27][CH2:26]1)[CH2:22][CH2:23][CH2:24]2, predict the reactants needed to synthesize it. The reactants are: ClC(Cl)(Cl)C(Cl)(Cl)Cl.[F:9][C:10]1[CH:11]=[CH:12][C:13]([NH:16][NH:17][C:18]([N:20]2[CH:25]3[CH2:26][CH2:27][CH:21]2[CH2:22][CH2:23][CH2:24]3)=O)=[N:14][CH:15]=1.C(N(CC)CC)C.C1(P(C2C=CC=CC=2)C2C=CC=CC=2)C=CC=CC=1. (5) Given the product [OH:9][CH2:8][CH2:6][CH:5]=[O:4].[CH:1](=[O:3])[CH3:2].[CH2:1]=[O:3], predict the reactants needed to synthesize it. The reactants are: [CH:1](=[O:3])[CH3:2].[OH:4][CH2:5][CH:6]([CH2:8][OH:9])O. (6) Given the product [NH2:1][C:2]1[C:10]([F:11])=[CH:9][C:8]([Cl:12])=[CH:7][C:3]=1[C:4]([OH:6])=[O:5], predict the reactants needed to synthesize it. The reactants are: [NH2:1][C:2]1[C:10]([F:11])=[CH:9][CH:8]=[CH:7][C:3]=1[C:4]([OH:6])=[O:5].[Cl:12]N1C(=O)CCC1=O.CN(C)C=O.Cl. (7) Given the product [ClH:51].[ClH:51].[CH2:19]([N:21]1[CH2:26][CH2:25][N:24]([C:27]2[N:28]=[C:29]([C:36]3[CH:41]=[CH:40][C:39]([C:42]([CH3:49])([CH3:50])[CH2:43][CH2:44][OH:45])=[CH:38][CH:37]=3)[CH:30]=[C:31]3[CH:35]=[CH:34][S:33][C:32]=23)[CH2:23][CH2:22]1)[CH3:20], predict the reactants needed to synthesize it. The reactants are: C(N1CCN(C2N=C(Br)C=C3C=CSC=23)CC1)C.[CH2:19]([N:21]1[CH2:26][CH2:25][N:24]([C:27]2[N:28]=[C:29]([C:36]3[CH:41]=[CH:40][C:39]([C:42]([CH3:50])([CH3:49])[CH2:43][CH2:44][O:45]C(=O)C)=[CH:38][CH:37]=3)[CH:30]=[C:31]3[CH:35]=[CH:34][S:33][C:32]=23)[CH2:23][CH2:22]1)[CH3:20].[ClH:51].